Regression. Given a peptide amino acid sequence and an MHC pseudo amino acid sequence, predict their binding affinity value. This is MHC class II binding data. From a dataset of Peptide-MHC class II binding affinity with 134,281 pairs from IEDB. The peptide sequence is GTLQIVDKIDAAFKI. The MHC is DRB1_1101 with pseudo-sequence DRB1_1101. The binding affinity (normalized) is 0.615.